This data is from Forward reaction prediction with 1.9M reactions from USPTO patents (1976-2016). The task is: Predict the product of the given reaction. (1) Given the reactants C(SC1C=C(O)C(=O)NC=1)C1C=CC=CC=1.COC[O:20][C:21]1[C:22](=[O:39])[N:23](COC)[CH:24]=[C:25]([S:27][CH2:28][C:29]2[CH:34]=[CH:33][C:32]([CH3:35])=[CH:31][N:30]=2)[CH:26]=1, predict the reaction product. The product is: [OH:20][C:21]1[C:22](=[O:39])[NH:23][CH:24]=[C:25]([S:27][CH2:28][C:29]2[CH:34]=[CH:33][C:32]([CH3:35])=[CH:31][N:30]=2)[CH:26]=1. (2) Given the reactants C(OC([N:8]([CH2:21][CH:22]1[CH2:27][CH2:26][N:25]([C:28]2[NH:32][C:31]3[CH:33]=[C:34]([C:37]([OH:39])=[O:38])[CH:35]=[CH:36][C:30]=3[N:29]=2)[CH2:24][CH:23]1[C:40]1[CH:45]=[CH:44][CH:43]=[C:42]([F:46])[CH:41]=1)[C@@H:9]([C:11]1[C:20]2[C:15](=[CH:16][CH:17]=[CH:18][CH:19]=2)[CH:14]=[CH:13][CH:12]=1)[CH3:10])=O)(C)(C)C.C(OC(C)C)(C)C.[ClH:54].O1CCOCC1, predict the reaction product. The product is: [ClH:54].[ClH:54].[F:46][C:42]1[CH:41]=[C:40]([CH:23]2[CH:22]([CH2:21][NH:8][C@@H:9]([C:11]3[C:20]4[C:15](=[CH:16][CH:17]=[CH:18][CH:19]=4)[CH:14]=[CH:13][CH:12]=3)[CH3:10])[CH2:27][CH2:26][N:25]([C:28]3[NH:32][C:31]4[CH:33]=[C:34]([C:37]([OH:39])=[O:38])[CH:35]=[CH:36][C:30]=4[N:29]=3)[CH2:24]2)[CH:45]=[CH:44][CH:43]=1. (3) Given the reactants [Br:1][C:2]1[C:3]([C:8]([NH:10][OH:11])=[NH:9])=[N:4][CH:5]=[CH:6][CH:7]=1.[OH:12][C:13]1[CH:22]=[CH:21][C:20]2[C:15](=[CH:16][CH:17]=[CH:18][CH:19]=2)[C:14]=1[C:23](O)=O, predict the reaction product. The product is: [Br:1][C:2]1[C:3]([C:8]2[N:9]=[C:23]([C:14]3[C:15]4[C:20](=[CH:19][CH:18]=[CH:17][CH:16]=4)[CH:21]=[CH:22][C:13]=3[OH:12])[O:11][N:10]=2)=[N:4][CH:5]=[CH:6][CH:7]=1. (4) Given the reactants [CH3:1][C:2]1([CH3:11])[CH:6]2[CH2:7][CH2:8][CH:3]1[C:4](=O)[C:5]2=O.C(OP([CH:20]([CH3:28])[C:21](=O)[CH2:22][C:23]([CH3:26])([CH3:25])[CH3:24])(=O)OCC)C.O.[NH2:30][NH2:31], predict the reaction product. The product is: [CH3:24][C:23]([CH3:26])([CH3:25])[CH2:22][C:21]1[C:20]([CH3:28])=[C:5]2[C:4]([CH:3]3[C:2]([CH3:11])([CH3:1])[CH:6]2[CH2:7][CH2:8]3)=[N:31][N:30]=1. (5) Given the reactants Br[C:2]1[N:3]=[C:4]2[C:11]([CH3:12])=[N:10][N:9]([CH:13]([CH3:15])[CH3:14])[C:5]2=[N:6][C:7]=1[CH3:8].[CH:16]([C:19]1[N:24]=[C:23]([O:25][CH3:26])[C:22](B(O)O)=[CH:21][CH:20]=1)([CH3:18])[CH3:17], predict the reaction product. The product is: [CH:13]([N:9]1[C:5]2=[N:6][C:7]([CH3:8])=[C:2]([C:22]3[C:23]([O:25][CH3:26])=[N:24][C:19]([CH:16]([CH3:18])[CH3:17])=[CH:20][CH:21]=3)[N:3]=[C:4]2[C:11]([CH3:12])=[N:10]1)([CH3:15])[CH3:14]. (6) Given the reactants C([Li])CCC.[CH3:6][O:7][C:8]1[C:17]2[C:12](=[CH:13][CH:14]=[CH:15][CH:16]=2)[C:11]([O:18][CH3:19])=[C:10]([C:20]([O:22][CH2:23][CH3:24])=[O:21])[C:9]=1[CH3:25].BrC1C(C)=C(OC)C2C(=CC=CC=2)C=1OC.ClC(OCC)=O, predict the reaction product. The product is: [CH3:6][O:7][C:8]1[C:17]2[C:12](=[CH:13][CH:14]=[CH:15][CH:16]=2)[C:11]([O:18][CH3:19])=[C:10]([C:20]([O:22][CH2:23][CH3:24])=[O:21])[C:9]=1[CH3:25]. (7) Given the reactants [CH3:1][O:2][C:3]1[N:8]=[C:7]([O:9][CH3:10])[C:6](B(O)O)=[CH:5][N:4]=1.I[C:15]1[CH:20]=[N:19][CH:18]=[CH:17][N:16]=1.C([O-])([O-])=O.[Na+].[Na+].C1C=CC(P(C2C=CC=CC=2)C2C=CC=CC=2)=CC=1, predict the reaction product. The product is: [CH3:1][O:2][C:3]1[N:8]=[C:7]([O:9][CH3:10])[C:6]([C:15]2[CH:20]=[N:19][CH:18]=[CH:17][N:16]=2)=[CH:5][N:4]=1.